From a dataset of Forward reaction prediction with 1.9M reactions from USPTO patents (1976-2016). Predict the product of the given reaction. (1) Given the reactants [CH2:1]([O:3][C:4]1[CH:9]=[CH:8][C:7]([C:10]#[C:11][C:12]2[CH:17]=[CH:16][C:15]([CH:18]([CH3:22])[C:19]([OH:21])=O)=[CH:14][CH:13]=2)=[CH:6][CH:5]=1)[CH3:2].CCN(C(C)C)C(C)C.[NH2:32][C:33]1[N:37]([CH3:38])[N:36]=[C:35]([CH3:39])[CH:34]=1.CN(C(ON1N=NC2C=CC=CC1=2)=[N+](C)C)C.[B-](F)(F)(F)F, predict the reaction product. The product is: [CH3:38][N:37]1[C:33]([NH:32][C:19](=[O:21])[CH:18]([C:15]2[CH:14]=[CH:13][C:12]([C:11]#[C:10][C:7]3[CH:6]=[CH:5][C:4]([O:3][CH2:1][CH3:2])=[CH:9][CH:8]=3)=[CH:17][CH:16]=2)[CH3:22])=[CH:34][C:35]([CH3:39])=[N:36]1. (2) Given the reactants [F:1][C:2]1[CH:7]=[CH:6][C:5]([C:8]2[C:17]3[C:12](=[CH:13][C:14]([NH:18][S:19]([CH3:22])(=[O:21])=[O:20])=[CH:15][CH:16]=3)[O:11][C:10]([CH3:24])([CH3:23])[CH:9]=2)=[CH:4][CH:3]=1.[H][H], predict the reaction product. The product is: [F:1][C:2]1[CH:3]=[CH:4][C:5]([CH:8]2[C:17]3[C:12](=[CH:13][C:14]([NH:18][S:19]([CH3:22])(=[O:20])=[O:21])=[CH:15][CH:16]=3)[O:11][C:10]([CH3:24])([CH3:23])[CH2:9]2)=[CH:6][CH:7]=1. (3) Given the reactants [Cl:1][C:2]1[N:3]=[C:4]([CH3:12])[C:5]([C:8]([O:10][CH3:11])=[O:9])=[N:6][CH:7]=1.[Cl:13][C:14]1[N:19]=[C:18]([C:20]([O:22][CH3:23])=[O:21])[C:17]([CH3:24])=[N:16][CH:15]=1.C(N)(N)=[O:26].OO.FC(F)(F)C(OC(=O)C(F)(F)F)=O, predict the reaction product. The product is: [Cl:1][C:2]1[N:3]=[C:4]([CH3:12])[C:5]([C:8]([O:10][CH3:11])=[O:9])=[N+:6]([O-:21])[CH:7]=1.[Cl:13][C:14]1[N:19]=[C:18]([C:20]([O:22][CH3:23])=[O:21])[C:17]([CH3:24])=[N+:16]([O-:26])[CH:15]=1. (4) Given the reactants C1C(C(C)C)=CC=C(C)C=1O.[C:12]1([OH:23])[C:13](=[CH:17][C:18](=[C:20]([CH:22]=1)[CH3:21])[OH:19])[CH:14]([CH3:16])[CH3:15], predict the reaction product. The product is: [CH3:21][C:20]1[C:18](=[O:19])[CH:17]=[C:13]([CH:14]([CH3:16])[CH3:15])[C:12](=[O:23])[CH:22]=1.